From a dataset of Peptide-MHC class I binding affinity with 185,985 pairs from IEDB/IMGT. Regression. Given a peptide amino acid sequence and an MHC pseudo amino acid sequence, predict their binding affinity value. This is MHC class I binding data. (1) The peptide sequence is KMVGTVQRV. The MHC is HLA-B44:02 with pseudo-sequence HLA-B44:02. The binding affinity (normalized) is 0.0847. (2) The MHC is HLA-A02:03 with pseudo-sequence HLA-A02:03. The binding affinity (normalized) is 0.0847. The peptide sequence is QHAWPLPPL. (3) The peptide sequence is NTKCQTPQGA. The MHC is Mamu-A02 with pseudo-sequence Mamu-A02. The binding affinity (normalized) is 0.0137. (4) The peptide sequence is DYDDVVHEV. The MHC is HLA-A26:01 with pseudo-sequence HLA-A26:01. The binding affinity (normalized) is 0.0847.